Dataset: Reaction yield outcomes from USPTO patents with 853,638 reactions. Task: Predict the reaction yield, written as a fraction of the theoretical maximum amount of product (1.0 means a 100% yield; for example, 0.34 means a 34% yield). (1) The reactants are [C:1]([O:5][C:6]([N:8]1[CH2:13][CH2:12][C:11]([F:17])([C:14](O)=[O:15])[CH2:10][CH2:9]1)=[O:7])([CH3:4])([CH3:3])[CH3:2].[Cl-].[NH4+]. The catalyst is O1CCCC1. The product is [F:17][C:11]1([CH2:14][OH:15])[CH2:10][CH2:9][N:8]([C:6]([O:5][C:1]([CH3:2])([CH3:3])[CH3:4])=[O:7])[CH2:13][CH2:12]1. The yield is 0.980. (2) The reactants are FC(F)(F)C(O)=O.[NH2:8][CH:9]([CH2:22][C:23]1[CH:28]=[CH:27][CH:26]=[CH:25][CH:24]=1)[C@H:10]([OH:21])[C:11]([NH:13][CH2:14][C:15]1[CH:20]=[CH:19][CH:18]=[CH:17][CH:16]=1)=[O:12].C(N(CC)C(C)C)(C)C.[NH:38]1[C:46]2[C:41](=[CH:42][CH:43]=[CH:44][CH:45]=2)[C:40]([CH2:47][C@H:48]([NH:52][C:53](=[O:69])[C@@H:54]([NH:56][C:57]([C:59]2[CH2:60][C:61]3[C:66]([C:67]=2[CH3:68])=[CH:65][CH:64]=[CH:63][CH:62]=3)=[O:58])[CH3:55])[C:49](O)=[O:50])=[CH:39]1.CN(C(ON1N=NC2C=CC=NC1=2)=[N+](C)C)C.F[P-](F)(F)(F)(F)F. The catalyst is CN(C=O)C. The product is [CH2:22]([C@H:9]([NH:8][C:49]([C@@H:48]([NH:52][C:53]([C@@H:54]([NH:56][C:57]([C:59]1[CH2:60][C:61]2[C:66]([C:67]=1[CH3:68])=[CH:65][CH:64]=[CH:63][CH:62]=2)=[O:58])[CH3:55])=[O:69])[CH2:47][C:40]1[C:41]2[C:46](=[CH:45][CH:44]=[CH:43][CH:42]=2)[NH:38][CH:39]=1)=[O:50])[CH:10]([C:11](=[O:12])[NH:13][CH2:14][C:15]1[CH:20]=[CH:19][CH:18]=[CH:17][CH:16]=1)[OH:21])[C:23]1[CH:28]=[CH:27][CH:26]=[CH:25][CH:24]=1. The yield is 0.760. (3) The reactants are [Si]([O:8][CH2:9][CH2:10][CH2:11][CH2:12][CH2:13][CH2:14][CH2:15][CH2:16][CH2:17][CH:18]1[C:27]2[C:22](=[CH:23][C:24]([O:28][CH2:29][O:30][CH3:31])=[CH:25][CH:26]=2)[O:21][CH2:20][C:19]1([C:33]1[CH:38]=[CH:37][C:36]([O:39][CH3:40])=[CH:35][C:34]=1OC)[CH3:32])(C(C)(C)C)(C)C.CC1C=CC(S([O-])(=O)=O)=CC=1.C1C=C[NH+]=CC=1.CCCCCC.[C:66](OCC)(=[O:68])C. The catalyst is CO. The product is [OH:8][CH2:9][CH2:10][CH2:11][CH2:12][CH2:13][CH2:14][CH2:15][CH2:16][CH2:17][CH:18]1[C:27]2[C:22](=[CH:23][C:24]([O:28][CH2:29][O:30][CH3:31])=[CH:25][CH:26]=2)[O:21][CH2:20][C:19]1([C:33]1[CH:34]=[CH:35][C:36]([O:39][CH2:40][O:68][CH3:66])=[CH:37][CH:38]=1)[CH3:32]. The yield is 0.770. (4) The reactants are [Br:1][C:2]1[C:3]([N:11]2[CH2:16][CH2:15][N:14](C(OC(C)(C)C)=O)[CH2:13][CH2:12]2)=[C:4]2[CH:10]=[CH:9][NH:8][C:5]2=[N:6][CH:7]=1.C(O)(C(F)(F)F)=O.C1(N)C(F)=C(F)C(F)=C(N)C=1F.Cl.Cl. The catalyst is C(Cl)Cl. The product is [Br:1][C:2]1[C:3]([N:11]2[CH2:16][CH2:15][NH:14][CH2:13][CH2:12]2)=[C:4]2[CH:10]=[CH:9][NH:8][C:5]2=[N:6][CH:7]=1. The yield is 0.949. (5) The reactants are [NH2:1][C@:2]12[CH2:45][CH2:44][C@@H:43]([C:46]([CH3:48])=[CH2:47])[C@@H:3]1[C@@H:4]1[C@@:17]([CH3:20])([CH2:18][CH2:19]2)[C@@:16]2([CH3:21])[C@@H:7]([C@:8]3([CH3:42])[C@@H:13]([CH2:14][CH2:15]2)[C:12]([CH3:23])([CH3:22])[C:11]([C:24]2[CH2:29][CH2:28][C@@:27]([CH2:40][F:41])([C:30]([O:32][CH2:33][C:34]4[CH:39]=[CH:38][CH:37]=[CH:36][CH:35]=4)=[O:31])[CH2:26][CH:25]=2)=[CH:10][CH2:9]3)[CH2:6][CH2:5]1.[OH:49][C:50]1([CH2:60][CH:61]=O)[CH2:55][CH2:54][N:53]([S:56]([CH3:59])(=[O:58])=[O:57])[CH2:52][CH2:51]1.C(O[BH-](OC(=O)C)OC(=O)C)(=O)C.[Na+].C(=O)(O)[O-].[Na+]. The catalyst is ClCCCl.CC(C)[O-].[Ti+4].CC(C)[O-].CC(C)[O-].CC(C)[O-]. The product is [F:41][CH2:40][C@@:27]1([C:30]([O:32][CH2:33][C:34]2[CH:35]=[CH:36][CH:37]=[CH:38][CH:39]=2)=[O:31])[CH2:28][CH2:29][C:24]([C:11]2[C:12]([CH3:22])([CH3:23])[C@H:13]3[C@:8]([CH3:42])([CH2:9][CH:10]=2)[C@@H:7]2[C@:16]([CH3:21])([C@@:17]4([CH3:20])[C@H:4]([CH2:5][CH2:6]2)[C@H:3]2[C@H:43]([C:46]([CH3:48])=[CH2:47])[CH2:44][CH2:45][C@:2]2([NH:1][CH2:61][CH2:60][C:50]2([OH:49])[CH2:51][CH2:52][N:53]([S:56]([CH3:59])(=[O:58])=[O:57])[CH2:54][CH2:55]2)[CH2:19][CH2:18]4)[CH2:15][CH2:14]3)=[CH:25][CH2:26]1. The yield is 0.750.